Task: Predict the reactants needed to synthesize the given product.. Dataset: Full USPTO retrosynthesis dataset with 1.9M reactions from patents (1976-2016) (1) Given the product [C:16]1([O:22][C:23](=[O:24])[NH:9][C:6]2[CH:7]=[N:8][C:3]([O:2][CH3:1])=[CH:4][CH:5]=2)[CH:21]=[CH:20][CH:19]=[CH:18][CH:17]=1, predict the reactants needed to synthesize it. The reactants are: [CH3:1][O:2][C:3]1[N:8]=[CH:7][C:6]([NH2:9])=[CH:5][CH:4]=1.N1C=CC=CC=1.[C:16]1([O:22][C:23](Cl)=[O:24])[CH:21]=[CH:20][CH:19]=[CH:18][CH:17]=1.O. (2) The reactants are: [O:1]=[C:2]1[N:6]([C:7]([O:9][CH2:10][CH3:11])=[O:8])[C:5]2[CH:12]=[CH:13][CH:14]=[CH:15][C:4]=2[NH:3]1.[H-].[Na+].Br[CH:19]([C:24]1[CH:29]=[CH:28][CH:27]=[CH:26][C:25]=1[O:30][CH3:31])[C:20]([O:22][CH3:23])=[O:21].[Cl-].[NH4+]. Given the product [CH3:23][O:22][C:20]([CH:19]([C:24]1[CH:29]=[CH:28][CH:27]=[CH:26][C:25]=1[O:30][CH3:31])[N:3]1[C:4]2[CH:15]=[CH:14][CH:13]=[CH:12][C:5]=2[N:6]([C:7]([O:9][CH2:10][CH3:11])=[O:8])[C:2]1=[O:1])=[O:21], predict the reactants needed to synthesize it. (3) The reactants are: [Br:1][C:2]1[C:3]([CH3:15])=[CH:4][C:5]([NH:8][C:9](=[O:14])[C:10]([CH3:13])([CH3:12])[CH3:11])=[N:6][CH:7]=1.C(NC(C)C)(C)C.[Li].[CH2:24]=[O:25]. Given the product [Br:1][C:2]1[C:3]([CH2:15][CH2:24][OH:25])=[CH:4][C:5]([NH:8][C:9](=[O:14])[C:10]([CH3:11])([CH3:12])[CH3:13])=[N:6][CH:7]=1, predict the reactants needed to synthesize it. (4) Given the product [CH3:28][O:27][C:22]1[C:21]([CH2:20][N:16]2[CH2:17][CH2:18][CH:13]([CH2:12][CH2:11][C:7]3[S:8][CH:9]=[CH:10][C:6]=3[S:3]([CH3:2])(=[O:4])=[O:5])[CH2:14][CH2:15]2)=[CH:26][CH:25]=[CH:24][N:23]=1, predict the reactants needed to synthesize it. The reactants are: Cl.[CH3:2][S:3]([C:6]1[CH:10]=[CH:9][S:8][C:7]=1[CH2:11][CH2:12][CH:13]1[CH2:18][CH2:17][NH:16][CH2:15][CH2:14]1)(=[O:5])=[O:4].Cl[CH2:20][C:21]1[C:22]([O:27][CH3:28])=[N:23][CH:24]=[CH:25][CH:26]=1.C(=O)([O-])[O-].[K+].[K+].O. (5) Given the product [F:28][C:29]1[CH:30]=[N:31][CH:32]=[CH:33][C:34]=1[C:2]1[CH:7]=[CH:6][C:5]([NH:8][S:9]([C:12]2[S:16][C:15]3[CH:17]=[CH:18][C:19]([F:21])=[CH:20][C:14]=3[C:13]=2[CH3:22])(=[O:11])=[O:10])=[C:4]([C:23]([F:26])([F:25])[F:24])[CH:3]=1, predict the reactants needed to synthesize it. The reactants are: Br[C:2]1[CH:7]=[CH:6][C:5]([NH:8][S:9]([C:12]2[S:16][C:15]3[CH:17]=[CH:18][C:19]([F:21])=[CH:20][C:14]=3[C:13]=2[CH3:22])(=[O:11])=[O:10])=[C:4]([C:23]([F:26])([F:25])[F:24])[CH:3]=1.O.[F:28][C:29]1[CH:30]=[N:31][CH:32]=[CH:33][C:34]=1B(O)O. (6) Given the product [Cl:1][C:2]1[C:6]([N:7]([CH3:14])[C:8](=[O:13])[CH2:9][CH2:10][S:23]([CH3:28])(=[O:26])=[O:24])=[CH:5][N:4]([C:15]2[CH:16]=[N:17][CH:18]=[CH:19][CH:20]=2)[N:3]=1, predict the reactants needed to synthesize it. The reactants are: [Cl:1][C:2]1[C:6]([N:7]([CH3:14])[C:8](=[O:13])[CH2:9][CH2:10]SC)=[CH:5][N:4]([C:15]2[CH:16]=[N:17][CH:18]=[CH:19][CH:20]=2)[N:3]=1.OO.[S:23]([O-:26])(O)=[O:24].[Na+].[C:28](O)(=O)C. (7) Given the product [CH2:1]([O:8][C:9]([N:11]1[CH2:16][CH2:15][C@@H:14]([O:17][C:32]2[N:31]=[N:30][C:29]([CH2:25][CH2:26][CH2:27][CH3:28])=[C:34]([C:35]3[CH:36]=[CH:37][C:38]([O:41][CH:42]4[CH2:47][CH2:46][CH2:45][CH2:44][CH2:43]4)=[CH:39][CH:40]=3)[CH:33]=2)[C@H:13]([F:18])[CH2:12]1)=[O:10])[C:2]1[CH:3]=[CH:4][CH:5]=[CH:6][CH:7]=1, predict the reactants needed to synthesize it. The reactants are: [CH2:1]([O:8][C:9]([N:11]1[CH2:16][CH2:15][C@@H:14]([OH:17])[C@H:13]([F:18])[CH2:12]1)=[O:10])[C:2]1[CH:7]=[CH:6][CH:5]=[CH:4][CH:3]=1.CC(C)([O-])C.[K+].[CH2:25]([C:29]1[N:30]=[N:31][C:32](Cl)=[CH:33][C:34]=1[C:35]1[CH:40]=[CH:39][C:38]([O:41][CH:42]2[CH2:47][CH2:46][CH2:45][CH2:44][CH2:43]2)=[CH:37][CH:36]=1)[CH2:26][CH2:27][CH3:28]. (8) Given the product [CH3:32][S:33]([OH:36])(=[O:35])=[O:34].[CH:1]1([NH:4][C:5]([C:7]2[CH:8]=[CH:9][C:10]([CH3:31])=[C:11]([NH:13][C:14](=[O:30])[C:15]3[CH:20]=[CH:19][C:18]([O:21][CH2:22][C:23]4[CH:28]=[CH:27][CH:26]=[CH:25][N:24]=4)=[C:17]([F:29])[CH:16]=3)[CH:12]=2)=[O:6])[CH2:2][CH2:3]1, predict the reactants needed to synthesize it. The reactants are: [CH:1]1([NH:4][C:5]([C:7]2[CH:8]=[CH:9][C:10]([CH3:31])=[C:11]([NH:13][C:14](=[O:30])[C:15]3[CH:20]=[CH:19][C:18]([O:21][CH2:22][C:23]4[CH:28]=[CH:27][CH:26]=[CH:25][N:24]=4)=[C:17]([F:29])[CH:16]=3)[CH:12]=2)=[O:6])[CH2:3][CH2:2]1.[CH3:32][S:33]([OH:36])(=[O:35])=[O:34].